This data is from TCR-epitope binding with 47,182 pairs between 192 epitopes and 23,139 TCRs. The task is: Binary Classification. Given a T-cell receptor sequence (or CDR3 region) and an epitope sequence, predict whether binding occurs between them. The epitope is KLGGALQAK. The TCR CDR3 sequence is CAISQSVNTEAFF. Result: 1 (the TCR binds to the epitope).